From a dataset of Full USPTO retrosynthesis dataset with 1.9M reactions from patents (1976-2016). Predict the reactants needed to synthesize the given product. (1) Given the product [CH3:23][C:21]1[O:22][C:18]2[CH:17]=[C:16]([O:15][C:9]3[C:8]4[C:13](=[CH:14][C:5]([O:4][CH2:3][CH2:2][N:30]5[CH2:34][CH2:33][CH2:32][CH2:31]5)=[CH:6][CH:7]=4)[N:12]=[CH:11][CH:10]=3)[CH:29]=[CH:28][C:19]=2[C:20]=1[C:24]([OH:26])=[O:25], predict the reactants needed to synthesize it. The reactants are: Br[CH2:2][CH2:3][O:4][C:5]1[CH:14]=[C:13]2[C:8]([C:9]([O:15][C:16]3[CH:29]=[CH:28][C:19]4[C:20]([C:24]([O:26]C)=[O:25])=[C:21]([CH3:23])[O:22][C:18]=4[CH:17]=3)=[CH:10][CH:11]=[N:12]2)=[CH:7][CH:6]=1.[NH:30]1[CH2:34][CH2:33][CH2:32][CH2:31]1. (2) Given the product [OH:11][CH2:10][C@:5]12[CH2:4][C@H:3]([NH:12][C:13](=[O:19])[O:14][C:15]([CH3:17])([CH3:16])[CH3:18])[CH2:2][C@H:6]1[O:7][CH2:8][CH2:9]2, predict the reactants needed to synthesize it. The reactants are: Br[C@@H:2]1[C@H:6]2[O:7][CH2:8][CH2:9][C@@:5]2([CH2:10][OH:11])[CH2:4][C@@H:3]1[NH:12][C:13](=[O:19])[O:14][C:15]([CH3:18])([CH3:17])[CH3:16].C(N(CC)CC)C. (3) Given the product [CH:32]1([NH:35][CH2:27][C:23]2[CH:22]=[C:21]([C:18]3[CH:19]=[C:20]4[C:15](=[C:16]([C:29]([NH2:31])=[O:30])[CH:17]=3)[NH:14][CH:13]=[C:12]4[CH:9]3[CH2:8][CH2:7][N:6]([S:3]([CH2:1][CH3:2])(=[O:5])=[O:4])[CH2:11][CH2:10]3)[CH:26]=[CH:25][CH:24]=2)[CH2:34][CH2:33]1, predict the reactants needed to synthesize it. The reactants are: [CH2:1]([S:3]([N:6]1[CH2:11][CH2:10][CH:9]([C:12]2[C:20]3[C:15](=[C:16]([C:29]([NH2:31])=[O:30])[CH:17]=[C:18]([C:21]4[CH:26]=[CH:25][CH:24]=[C:23]([CH:27]=O)[CH:22]=4)[CH:19]=3)[NH:14][CH:13]=2)[CH2:8][CH2:7]1)(=[O:5])=[O:4])[CH3:2].[CH:32]1([NH2:35])[CH2:34][CH2:33]1.[BH-](OC(C)=O)(OC(C)=O)OC(C)=O.[Na+]. (4) Given the product [OH:21][C:17]1[CH:18]=[C:19]2[C:14](=[CH:15][CH:16]=1)[CH2:13][C:7]1([CH:6]([CH3:23])[C:5]3[C:9](=[CH:10][CH:11]=[C:3]([O:2][CH3:1])[CH:4]=3)[C:8]1=[O:12])[CH2:20]2, predict the reactants needed to synthesize it. The reactants are: [CH3:1][O:2][C:3]1[CH:4]=[C:5]2[C:9](=[CH:10][CH:11]=1)[C:8](=[O:12])[C:7]1([CH2:20][C:19]3[C:14](=[CH:15][CH:16]=[C:17]([O:21]C)[CH:18]=3)[CH2:13]1)[CH:6]2[CH3:23].B(Br)(Br)Br. (5) Given the product [O:1]1[C:5]2[CH:6]=[CH:7][CH:8]=[CH:9][C:4]=2[CH:3]=[C:2]1[C:10]([NH:12][C:13]1([C:19]([NH:21][CH:22]2[CH2:27][CH2:26][N:25]([C:28]3[CH:33]=[C:32]([F:34])[CH:31]=[CH:30][C:29]=3[N:35]3[CH:39]=[CH:38][CH:37]=[CH:36]3)[CH2:24][C:23]2=[O:40])=[O:20])[CH2:14][CH2:15][CH2:16][CH2:17][CH2:18]1)=[O:11], predict the reactants needed to synthesize it. The reactants are: [O:1]1[C:5]2[CH:6]=[CH:7][CH:8]=[CH:9][C:4]=2[CH:3]=[C:2]1[C:10]([NH:12][C:13]1([C:19]([NH:21][CH:22]2[CH2:27][CH2:26][N:25]([C:28]3[CH:33]=[C:32]([F:34])[CH:31]=[CH:30][C:29]=3[N:35]3[CH:39]=[CH:38][CH:37]=[CH:36]3)[CH2:24][CH:23]2[OH:40])=[O:20])[CH2:18][CH2:17][CH2:16][CH2:15][CH2:14]1)=[O:11].C(N(CC)CC)C. (6) Given the product [CH3:1][C@H:2]1[NH:7][C@@H:6]([CH3:8])[CH2:5][N:4]([C:9]2[CH:10]=[C:11]([NH:12][S:29]([C:26]3[CH:25]=[CH:24][C:23]([C:19]4[S:18][CH:22]=[CH:21][CH:20]=4)=[CH:28][CH:27]=3)(=[O:30])=[O:31])[CH:13]=[CH:14][C:15]=2[O:16][CH3:17])[CH2:3]1, predict the reactants needed to synthesize it. The reactants are: [CH3:1][C@H:2]1[NH:7][C@@H:6]([CH3:8])[CH2:5][N:4]([C:9]2[CH:10]=[C:11]([CH:13]=[CH:14][C:15]=2[O:16][CH3:17])[NH2:12])[CH2:3]1.[S:18]1[CH:22]=[CH:21][CH:20]=[C:19]1[C:23]1[CH:28]=[CH:27][C:26]([S:29](Cl)(=[O:31])=[O:30])=[CH:25][CH:24]=1. (7) Given the product [Cl:1][C:2]1[C:10]([C:11]#[N:12])=[CH:9][CH:8]=[C:7]2[C:3]=1[CH:4]=[C:5]([CH:13]([F:14])[F:15])[N:6]2[CH2:18][C:19]1[CH:24]=[CH:23][CH:22]=[CH:21][N:20]=1, predict the reactants needed to synthesize it. The reactants are: [Cl:1][C:2]1[C:10]([C:11]#[N:12])=[CH:9][CH:8]=[C:7]2[C:3]=1[CH:4]=[C:5]([CH:13]([F:15])[F:14])[NH:6]2.Cl.Cl[CH2:18][C:19]1[CH:24]=[CH:23][CH:22]=[CH:21][N:20]=1. (8) Given the product [Br:1][C:2]1[CH:3]=[C:4]([C:8]2[NH:12][N:11]=[N:10][CH:9]=2)[CH:5]=[CH:6][CH:7]=1, predict the reactants needed to synthesize it. The reactants are: [Br:1][C:2]1[CH:3]=[C:4]([C:8]2[N:12](COCC[Si](C)(C)C)[N:11]=[N:10][CH:9]=2)[CH:5]=[CH:6][CH:7]=1.Cl. (9) Given the product [C:7]1([N:6]2[C:2]([N:13]3[CH2:18][CH2:17][NH:16][CH2:15][CH2:14]3)=[N:3][N:4]=[N:5]2)[CH:12]=[CH:11][CH:10]=[CH:9][CH:8]=1, predict the reactants needed to synthesize it. The reactants are: Cl[C:2]1[N:6]([C:7]2[CH:12]=[CH:11][CH:10]=[CH:9][CH:8]=2)[N:5]=[N:4][N:3]=1.[N:13]1(C(OC(C)(C)C)=O)[CH2:18][CH2:17][NH:16][CH2:15][CH2:14]1. (10) Given the product [CH2:18]([C:10]1[C:9]([F:11])=[CH:8][CH:7]=[C:6]([Br:12])[C:5]=1[OH:4])[CH:13]=[CH2:14], predict the reactants needed to synthesize it. The reactants are: C([O:4][C:5]1[CH:10]=[C:9]([F:11])[CH:8]=[CH:7][C:6]=1[Br:12])C=C.[C:13]1(C)[CH:18]=C(C)C=C(C)[CH:14]=1.